From a dataset of CYP1A2 inhibition data for predicting drug metabolism from PubChem BioAssay. Regression/Classification. Given a drug SMILES string, predict its absorption, distribution, metabolism, or excretion properties. Task type varies by dataset: regression for continuous measurements (e.g., permeability, clearance, half-life) or binary classification for categorical outcomes (e.g., BBB penetration, CYP inhibition). Dataset: cyp1a2_veith. The result is 0 (non-inhibitor). The compound is O[C@@](CCN1CCCCC1)(c1ccccc1)[C@@H]1C[C@H]2C=C[C@@H]1C2.